From a dataset of NCI-60 drug combinations with 297,098 pairs across 59 cell lines. Regression. Given two drug SMILES strings and cell line genomic features, predict the synergy score measuring deviation from expected non-interaction effect. (1) Drug 1: CC1CCC2CC(C(=CC=CC=CC(CC(C(=O)C(C(C(=CC(C(=O)CC(OC(=O)C3CCCCN3C(=O)C(=O)C1(O2)O)C(C)CC4CCC(C(C4)OC)O)C)C)O)OC)C)C)C)OC. Drug 2: C1CCC(C(C1)N)N.C(=O)(C(=O)[O-])[O-].[Pt+4]. Cell line: COLO 205. Synergy scores: CSS=48.4, Synergy_ZIP=2.29, Synergy_Bliss=3.11, Synergy_Loewe=12.0, Synergy_HSA=8.94. (2) Drug 1: CC1C(C(=O)NC(C(=O)N2CCCC2C(=O)N(CC(=O)N(C(C(=O)O1)C(C)C)C)C)C(C)C)NC(=O)C3=C4C(=C(C=C3)C)OC5=C(C(=O)C(=C(C5=N4)C(=O)NC6C(OC(=O)C(N(C(=O)CN(C(=O)C7CCCN7C(=O)C(NC6=O)C(C)C)C)C)C(C)C)C)N)C. Cell line: T-47D. Drug 2: C1=NC2=C(N=C(N=C2N1C3C(C(C(O3)CO)O)F)Cl)N. Synergy scores: CSS=-3.86, Synergy_ZIP=0.00795, Synergy_Bliss=-2.57, Synergy_Loewe=-6.23, Synergy_HSA=-5.59. (3) Drug 1: CC1=C(C=C(C=C1)NC2=NC=CC(=N2)N(C)C3=CC4=NN(C(=C4C=C3)C)C)S(=O)(=O)N.Cl. Drug 2: CCCS(=O)(=O)NC1=C(C(=C(C=C1)F)C(=O)C2=CNC3=C2C=C(C=N3)C4=CC=C(C=C4)Cl)F. Cell line: SK-MEL-2. Synergy scores: CSS=14.8, Synergy_ZIP=2.08, Synergy_Bliss=11.5, Synergy_Loewe=5.63, Synergy_HSA=6.23. (4) Synergy scores: CSS=23.8, Synergy_ZIP=-8.50, Synergy_Bliss=-2.54, Synergy_Loewe=-3.49, Synergy_HSA=0.785. Drug 1: C1CN1P(=S)(N2CC2)N3CC3. Drug 2: C1CN1C2=NC(=NC(=N2)N3CC3)N4CC4. Cell line: UO-31. (5) Drug 1: C1=CC=C(C=C1)NC(=O)CCCCCCC(=O)NO. Drug 2: C1CCC(C(C1)N)N.C(=O)(C(=O)[O-])[O-].[Pt+4]. Cell line: KM12. Synergy scores: CSS=15.1, Synergy_ZIP=-7.29, Synergy_Bliss=1.88, Synergy_Loewe=0.716, Synergy_HSA=3.46.